This data is from Reaction yield outcomes from USPTO patents with 853,638 reactions. The task is: Predict the reaction yield, written as a fraction of the theoretical maximum amount of product (1.0 means a 100% yield; for example, 0.34 means a 34% yield). (1) The reactants are [Br:1][C:2]1[CH:3]=[C:4]([OH:9])[CH:5]=[CH:6][C:7]=1[CH3:8].[N:10]#[C:11]Br. The catalyst is C(Cl)Cl. The product is [Br:1][C:2]1[CH:3]=[C:4]([O:9][C:11]#[N:10])[CH:5]=[CH:6][C:7]=1[CH3:8]. The yield is 0.750. (2) The reactants are [F:1][C:2]([F:28])([C:22]1[CH:27]=[CH:26][CH:25]=[CH:24][CH:23]=1)[CH2:3][O:4][CH2:5][CH2:6][CH2:7][CH2:8][CH2:9][CH2:10][N:11]1C(=O)C2C(=CC=CC=2)C1=O.O.NN. The catalyst is C(O)C. The product is [F:1][C:2]([F:28])([C:22]1[CH:23]=[CH:24][CH:25]=[CH:26][CH:27]=1)[CH2:3][O:4][CH2:5][CH2:6][CH2:7][CH2:8][CH2:9][CH2:10][NH2:11]. The yield is 0.540. (3) The catalyst is C1COCC1. The product is [CH3:4][C:2]([C:5]([C:7]1[CH:12]=[C:11]([CH2:13][OH:14])[CH:10]=[CH:9][C:8]=1[C:17]1[CH:22]=[C:21]([O:23][CH3:24])[CH:20]=[CH:19][C:18]=1[F:25])=[CH2:6])([CH3:1])[CH3:3]. The reactants are [CH3:1][C:2]([C:5]([C:7]1[CH:12]=[C:11]([C:13](OC)=[O:14])[CH:10]=[CH:9][C:8]=1[C:17]1[CH:22]=[C:21]([O:23][CH3:24])[CH:20]=[CH:19][C:18]=1[F:25])=[CH2:6])([CH3:4])[CH3:3].[H-].[H-].[H-].[H-].[Li+].[Al+3].[OH-].[Na+]. The yield is 0.740.